From a dataset of Catalyst prediction with 721,799 reactions and 888 catalyst types from USPTO. Predict which catalyst facilitates the given reaction. Product: [CH:18]1([NH:17][C:13]2[N:12]=[C:11]([C:10]3[C:9]([C:23]4[CH:28]=[CH:27][C:26]([F:29])=[CH:25][CH:24]=4)=[N:8][N:5]4[CH:6]=[CH:7][C:2]([NH:33][CH:30]([CH3:32])[CH3:31])=[CH:3][C:4]=34)[CH:16]=[CH:15][N:14]=2)[CH2:22][CH2:21][CH2:20][CH2:19]1. The catalyst class is: 167. Reactant: Cl[C:2]1[CH:7]=[CH:6][N:5]2[N:8]=[C:9]([C:23]3[CH:28]=[CH:27][C:26]([F:29])=[CH:25][CH:24]=3)[C:10]([C:11]3[CH:16]=[CH:15][N:14]=[C:13]([NH:17][CH:18]4[CH2:22][CH2:21][CH2:20][CH2:19]4)[N:12]=3)=[C:4]2[CH:3]=1.[CH:30]([NH2:33])([CH3:32])[CH3:31].C1(P(C2C=CC=CC=2)C2C=CC3C(=CC=CC=3)C=2C2C3C(=CC=CC=3)C=CC=2P(C2C=CC=CC=2)C2C=CC=CC=2)C=CC=CC=1.C(=O)([O-])[O-].[Cs+].[Cs+].